Task: Predict the reaction yield, written as a fraction of the theoretical maximum amount of product (1.0 means a 100% yield; for example, 0.34 means a 34% yield).. Dataset: Reaction yield outcomes from USPTO patents with 853,638 reactions The reactants are [Cl:1][C:2]1[N:7]=[CH:6][C:5]([NH:8][CH2:9][CH2:10][OH:11])=[C:4](I)[CH:3]=1.[CH3:13][C:14]([CH3:18])([CH3:17])[C:15]#[CH:16]. The catalyst is CCN(CC)CC.[Cu]I. The product is [Cl:1][C:2]1[N:7]=[CH:6][C:5]([NH:8][CH2:9][CH2:10][OH:11])=[C:4]([C:16]#[C:15][C:14]([CH3:18])([CH3:17])[CH3:13])[CH:3]=1. The yield is 0.290.